Dataset: Forward reaction prediction with 1.9M reactions from USPTO patents (1976-2016). Task: Predict the product of the given reaction. Given the reactants [CH2:1]([O:3][CH:4]([O:8][CH2:9][CH3:10])[C@@H:5]([NH2:7])[CH3:6])[CH3:2].[N:11]1[C:20]2[C:15](=[CH:16][CH:17]=[CH:18][C:19]=2[CH:21]=O)[CH:14]=[CH:13][CH:12]=1, predict the reaction product. The product is: [CH2:1]([O:3][CH:4]([O:8][CH2:9][CH3:10])[C@@H:5]([NH:7][CH2:21][C:19]1[CH:18]=[CH:17][CH:16]=[C:15]2[C:20]=1[N:11]=[CH:12][CH:13]=[CH:14]2)[CH3:6])[CH3:2].